From a dataset of Forward reaction prediction with 1.9M reactions from USPTO patents (1976-2016). Predict the product of the given reaction. (1) The product is: [C:1]([C:5]1[N:10]=[C:9]([O:11][CH2:12][CH3:13])[C:8]([C:14]2[N:15]([C:35]([N:37]3[CH2:42][CH2:41][N:40]([CH2:50][CH2:49][C@@H:47]4[CH2:46][O:45][C:44]([CH3:56])([CH3:43])[O:48]4)[CH2:39][CH2:38]3)=[O:36])[C@@:16]([C:28]3[CH:33]=[CH:32][C:31]([Cl:34])=[CH:30][CH:29]=3)([CH3:27])[C@@:17]([C:20]3[CH:21]=[CH:22][C:23]([Cl:26])=[CH:24][CH:25]=3)([CH3:19])[N:18]=2)=[CH:7][N:6]=1)([CH3:2])([CH3:3])[CH3:4]. Given the reactants [C:1]([C:5]1[N:10]=[C:9]([O:11][CH2:12][CH3:13])[C:8]([C:14]2[N:15]([C:35]([N:37]3[CH2:42][CH2:41][NH:40][CH2:39][CH2:38]3)=[O:36])[C:16]([C:28]3[CH:33]=[CH:32][C:31]([Cl:34])=[CH:30][CH:29]=3)([CH3:27])[C:17]([C:20]3[CH:25]=[CH:24][C:23]([Cl:26])=[CH:22][CH:21]=3)([CH3:19])[N:18]=2)=[CH:7][N:6]=1)([CH3:4])([CH3:3])[CH3:2].[CH3:43][C:44]1([CH3:56])[O:48][C@H:47]([CH2:49][CH2:50]OS(C)(=O)=O)[CH2:46][O:45]1.CC1(C)O[C@H](CCO)CO1.CS(Cl)(=O)=O.C(N(C(C)C)CC)(C)C, predict the reaction product. (2) Given the reactants [Cl:1][C:2]1[C:7]([C:8]2[CH:9]=[N:10][CH:11]=[C:12]([CH:18]=2)[C:13]([N:15]([CH3:17])[CH3:16])=[O:14])=[CH:6][N:5]=[C:4]2[N:19](COCC[Si](C)(C)C)[CH:20]=[C:21]([C:22]3[CH:27]=[CH:26][CH:25]=[CH:24][C:23]=3[F:28])[C:3]=12.FC(F)(F)C(O)=O, predict the reaction product. The product is: [Cl:1][C:2]1[C:7]([C:8]2[CH:9]=[N:10][CH:11]=[C:12]([CH:18]=2)[C:13]([N:15]([CH3:16])[CH3:17])=[O:14])=[CH:6][N:5]=[C:4]2[NH:19][CH:20]=[C:21]([C:22]3[CH:27]=[CH:26][CH:25]=[CH:24][C:23]=3[F:28])[C:3]=12.